From a dataset of HIV replication inhibition screening data with 41,000+ compounds from the AIDS Antiviral Screen. Binary Classification. Given a drug SMILES string, predict its activity (active/inactive) in a high-throughput screening assay against a specified biological target. (1) The drug is CCCCCCCCCCCCCC(=O)OC1C(C)C2(O)C(C=C(CO)CC3(O)C(O)C(C)=CC32)C2C(C)(C)C12OC(C)=O. The result is 1 (active). (2) The molecule is O=[N+]([O-])c1ccc(SSc2ccc([N+](=O)[O-])cn2)nc1. The result is 0 (inactive).